This data is from Catalyst prediction with 721,799 reactions and 888 catalyst types from USPTO. The task is: Predict which catalyst facilitates the given reaction. (1) Reactant: [CH3:1][O:2][C:3]1[CH:4]=[C:5]([CH:10]=[C:11]2[O:15][CH2:14][O:13][C:12]=12)[C:6]([O:8]C)=[O:7].[OH-].[Li+]. Product: [CH3:1][O:2][C:3]1[CH:4]=[C:5]([CH:10]=[C:11]2[O:15][CH2:14][O:13][C:12]=12)[C:6]([OH:8])=[O:7]. The catalyst class is: 7. (2) Reactant: BrCCBr.[Li+].[Cl-:6].I[C:8]1[CH:13]=[C:12]([Cl:14])[CH:11]=[CH:10][C:9]=1[C@@H:15]1[CH2:19][NH:18][C:17](=[O:20])[CH2:16]1.[CH:21]([C:23]1[CH:24]=[C:25]([CH:30]=[CH:31][CH:32]=1)[C:26]([O:28]C)=[O:27])=[O:22].C1C[O:36]CC1. Product: [ClH:14].[NH2:18][CH2:19][C@@H:15]([C:9]1[CH:10]=[C:11]([Cl:6])[CH:12]=[CH:13][C:8]=1[CH:21]([OH:22])[C:23]1[CH:24]=[C:25]([CH:30]=[CH:31][CH:32]=1)[C:26]([OH:28])=[O:27])[CH2:16][C:17]([OH:20])=[O:36]. The catalyst class is: 6.